Dataset: Experimentally validated miRNA-target interactions with 360,000+ pairs, plus equal number of negative samples. Task: Binary Classification. Given a miRNA mature sequence and a target amino acid sequence, predict their likelihood of interaction. (1) The protein sequence of the target gene is MERGGGGSGTGSRPEGTARGTSLPGKIAEPGAVRTSQPNYRPQGMEGFLKSDERQRLAKERREEREKCLAAREQQILEKQKRARLQYEKQMEERWRKLEEQRQREDQKRAAVEEKRKQKLREEEERLEAMMRRSLERTQQLELKKKYSWGAPLAIGPGGHDACDKLSTSTMSLPKPTEPPMNKRLSSSTVAISYSPDRVFHVCPRLAPLGPLNPSYKSSPTRNIEKKKATSTSTSGAGDVGKEALSGGEASLVEKVKRGQRTATSLPVVNFGSPLRRCEFSGGIPKRPSSPVISKTATKA.... Result: 0 (no interaction). The miRNA is mmu-miR-339-5p with sequence UCCCUGUCCUCCAGGAGCUCACG. (2) The miRNA is hsa-miR-6829-3p with sequence UGCCUCCUCCGUGGCCUCAG. The protein sequence of the target gene is MGLCGLLERCWLHHDPDGVLTLNAENTNYAYQVPNFHKCEICLLSFPKESQFQRHMRDHERNDKPHRCDQCPQTFNVEFNLTLHKCTHSGEDPTCPVCNKKFSRVASLKAHIMLHEKEENLICSECGDEFTLQSQLAVHMEEHRQELAGTRQHACKACKKEFETSSELKEHMKTHYKIRVSSTRSYNRNIDRSGFTYSCPHCGKTFQKPSQLTRHIRIHTGERPFKCSECGKAFNQKGALQTHMIKHTGEKPHACAFCPAAFSQKGNLQSHVQRVHSEVKNGPTYNCTECSCVFKSLGSL.... Result: 1 (interaction). (3) The miRNA is hsa-miR-593-5p with sequence AGGCACCAGCCAGGCAUUGCUCAGC. The protein sequence of the target gene is MGIQTSPVLLASLGVGLVTLLGLAVGSYLVRRSRRPQVTLLDPNEKYLLRLLDKTTVSHNTKRFRFALPTAHHTLGLPVGKHIYLSTRIDGSLVIRPYTPVTSDEDQGYVDLVIKVYLKGVHPKFPEGGKMSQYLDSLKVGDVVEFRGPSGLLTYTGKGHFNIQPNKKSPPEPRVAKKLGMIAGGTGITPMLQLIRAILKVPEDPTQCFLLFANQTEKDIILREDLEELQARYPNRFKLWFTLDHPPKDWAYSKGFVTADMIREHLPAPGDDVLVLLCGPPPMVQLACHPNLDKLGYSQK.... Result: 0 (no interaction). (4) The miRNA is mmu-miR-6902-3p with sequence CCAUGUGAUGUGUGGGUUCAG. The protein sequence of the target gene is MAEGDEAARRQQPQQGLRRRRQTSDSSVGVNHVSSTTSLGEDYEDDDLVNSDEVMKKPCPVQIVLAHEDDHNFELDEEALEQILLQEHIRDLNIVVVSVAGAFRKGKSFLLDFMLRYMYNKDSQSWIGGNNEPLTGFTWRGGCERETTGIQVWNEVFVIDRPNGTKVAVLLMDTQGAFDSQSTIKDCATVFALSTMTSSVQVYNLSQNIQEDDLQHLQLFTEYGRLAMEEIYQKPFQTLMFLIRDWSYPYEHSYGLEGGKQFLEKRLQVKQNQHEELQNVRKHIHNCFSNLGCFLLPHPG.... Result: 0 (no interaction).